This data is from Forward reaction prediction with 1.9M reactions from USPTO patents (1976-2016). The task is: Predict the product of the given reaction. (1) The product is: [Cl:17][C:9]1[N:8]=[C:7]([CH3:14])[C:6]2[C:11](=[CH:12][C:3]([O:2][CH3:1])=[CH:4][CH:5]=2)[N:10]=1. Given the reactants [CH3:1][O:2][C:3]1[CH:12]=[C:11]2[C:6]([C:7]([CH3:14])=[N:8][C:9](O)=[N:10]2)=[CH:5][CH:4]=1.O=P(Cl)(Cl)[Cl:17], predict the reaction product. (2) Given the reactants [C:1]([CH:3]([S:10]([OH:13])(=[O:12])=[O:11])[CH2:4][C:5]([O:7][CH2:8][CH3:9])=[O:6])#[N:2].[CH3:14][C:15]([O:18][C:19](O[C:19]([O:18][C:15]([CH3:17])([CH3:16])[CH3:14])=[O:20])=[O:20])([CH3:17])[CH3:16].[H][H], predict the reaction product. The product is: [C:15]([O:18][C:19]([NH:2][CH2:1][CH:3]([S:10]([OH:13])(=[O:12])=[O:11])[CH2:4][C:5]([O:7][CH2:8][CH3:9])=[O:6])=[O:20])([CH3:17])([CH3:16])[CH3:14]. (3) Given the reactants [Cl:1][C:2]1[C:3](=[O:18])[N:4]([C:10]2[C:15]([F:16])=[CH:14][CH:13]=[CH:12][C:11]=2[F:17])[C:5]([CH3:9])=[CH:6][C:7]=1[OH:8].C([O-])([O-])=O.[K+].[K+].[F:25][C:26]1[CH:33]=[C:32]([F:34])[CH:31]=[CH:30][C:27]=1[CH2:28]Br, predict the reaction product. The product is: [Cl:1][C:2]1[C:3](=[O:18])[N:4]([C:10]2[C:11]([F:17])=[CH:12][CH:13]=[CH:14][C:15]=2[F:16])[C:5]([CH3:9])=[CH:6][C:7]=1[O:8][CH2:28][C:27]1[CH:30]=[CH:31][C:32]([F:34])=[CH:33][C:26]=1[F:25].